Dataset: Catalyst prediction with 721,799 reactions and 888 catalyst types from USPTO. Task: Predict which catalyst facilitates the given reaction. (1) Reactant: [F:1][C:2]1[C:3]([CH2:10][OH:11])=[N:4][CH:5]=[C:6]([O:8][CH3:9])[CH:7]=1.O. Product: [F:1][C:2]1[C:3]([CH:10]=[O:11])=[N:4][CH:5]=[C:6]([O:8][CH3:9])[CH:7]=1. The catalyst class is: 16. (2) Reactant: [NH2:1][C:2]1[CH:3]=[C:4]([OH:17])[CH:5]=[CH:6][C:7]=1/[CH:8]=[CH:9]/[C:10]1[CH:15]=[CH:14][C:13]([OH:16])=[CH:12][CH:11]=1.[C:18](OC(=O)C)(=[O:20])[CH3:19].CCN(CC)CC.O. Product: [OH:17][C:4]1[CH:5]=[CH:6][C:7](/[CH:8]=[CH:9]/[C:10]2[CH:15]=[CH:14][C:13]([OH:16])=[CH:12][CH:11]=2)=[C:2]([NH:1][C:18](=[O:20])[CH3:19])[CH:3]=1. The catalyst class is: 36. (3) Reactant: C([O:3][C:4]([C:6]1([C:9]2[CH:14]=[CH:13][C:12]([C:15]3[CH:20]=[CH:19][C:18]([C:21]4[S:22][C:23]([Cl:39])=[CH:24][C:25]=4[NH:26][C:27]([O:29][CH:30]([C:32]4[CH:37]=[CH:36][CH:35]=[CH:34][C:33]=4[Cl:38])[CH3:31])=[O:28])=[CH:17][CH:16]=3)=[CH:11][CH:10]=2)[CH2:8][CH2:7]1)=[O:5])C.[OH-].[Na+].Cl. Product: [Cl:39][C:23]1[S:22][C:21]([C:18]2[CH:17]=[CH:16][C:15]([C:12]3[CH:11]=[CH:10][C:9]([C:6]4([C:4]([OH:5])=[O:3])[CH2:8][CH2:7]4)=[CH:14][CH:13]=3)=[CH:20][CH:19]=2)=[C:25]([NH:26][C:27]([O:29][CH:30]([C:32]2[CH:37]=[CH:36][CH:35]=[CH:34][C:33]=2[Cl:38])[CH3:31])=[O:28])[CH:24]=1. The catalyst class is: 32. (4) Reactant: [Cl:1][C:2]1[CH:7]=[CH:6][CH:5]=[C:4]([Cl:8])[C:3]=1[N:9]1[C:13]([CH2:14][O:15][C:16]2[CH:21]=[CH:20][C:19]([CH:22]([CH3:25])[CH:23]=[O:24])=[C:18]([CH3:26])[CH:17]=2)=[C:12]([CH:27]([CH3:29])[CH3:28])[CH:11]=[N:10]1.[BH4-].[Na+]. Product: [Cl:1][C:2]1[CH:7]=[CH:6][CH:5]=[C:4]([Cl:8])[C:3]=1[N:9]1[C:13]([CH2:14][O:15][C:16]2[CH:21]=[CH:20][C:19]([CH:22]([CH3:25])[CH2:23][OH:24])=[C:18]([CH3:26])[CH:17]=2)=[C:12]([CH:27]([CH3:29])[CH3:28])[CH:11]=[N:10]1. The catalyst class is: 36. (5) Reactant: [Cl:1][C:2]1[N:7]=[CH:6][C:5]([CH2:8][N:9]2[C:13]([CH3:14])=[C:12]([C:15]3[CH:20]=[CH:19][C:18]([C:21]#[N:22])=[CH:17][CH:16]=3)[C:11]([C:23]#[N:24])=[C:10]2[CH3:25])=[CH:4][C:3]=1[CH2:26][OH:27].O1CCCC1.O.[C:34]1([S:40]([OH:43])(=[O:42])=[O:41])[CH:39]=[CH:38][CH:37]=[CH:36][CH:35]=1. Product: [C:34]1([S:40]([OH:43])(=[O:42])=[O:41])[CH:39]=[CH:38][CH:37]=[CH:36][CH:35]=1.[Cl:1][C:2]1[N:7]=[CH:6][C:5]([CH2:8][N:9]2[C:13]([CH3:14])=[C:12]([C:15]3[CH:20]=[CH:19][C:18]([C:21]#[N:22])=[CH:17][CH:16]=3)[C:11]([C:23]#[N:24])=[C:10]2[CH3:25])=[CH:4][C:3]=1[CH2:26][OH:27]. The catalyst class is: 27. (6) Reactant: [F:1][C:2]1[C:3]([O:10]C)=[C:4]([OH:9])[CH:5]=[C:6]([F:8])[CH:7]=1.B(Br)(Br)Br. The catalyst class is: 4. Product: [F:1][C:2]1[CH:7]=[C:6]([F:8])[CH:5]=[C:4]([OH:9])[C:3]=1[OH:10]. (7) Reactant: [CH3:1][O:2][C:3](=[O:17])[CH2:4][C:5]1[CH:10]=[CH:9][C:8]([N+:11]([O-])=O)=[CH:7][C:6]=1[N+:14]([O-])=O.O1CCCC1.[BH4-].[Na+].[Cl-].[Cl-].[Cl-].[Al+3]. Product: [CH3:1][O:2][C:3](=[O:17])[CH2:4][C:5]1[CH:10]=[CH:9][C:8]([NH2:11])=[CH:7][C:6]=1[NH2:14]. The catalyst class is: 6.